Predict the reaction yield, written as a fraction of the theoretical maximum amount of product (1.0 means a 100% yield; for example, 0.34 means a 34% yield). From a dataset of Reaction yield outcomes from USPTO patents with 853,638 reactions. (1) The reactants are [Cl:1][C:2]1[CH:7]=[CH:6][N:5]=[C:4]2[CH:8]=[CH:9][S:10][C:3]=12.[Li]CCCC.Cl[C:17]([O:19][CH3:20])=[O:18]. The catalyst is C1COCC1. The product is [Cl:1][C:2]1[CH:7]=[CH:6][N:5]=[C:4]2[CH:8]=[C:9]([C:17]([O:19][CH3:20])=[O:18])[S:10][C:3]=12. The yield is 0.460. (2) The reactants are [C:1]([O:5][C:6]([NH:8][C@@H:9]([CH2:13][CH:14]=[CH2:15])[C:10]([OH:12])=[O:11])=[O:7])([CH3:4])([CH3:3])[CH3:2].[CH:16]1(O)[CH2:20][CH2:19][CH2:18][CH2:17]1.CCN=C=NCCCN(C)C. The catalyst is C(Cl)Cl.CN(C1C=CN=CC=1)C. The product is [C:1]([O:5][C:6]([NH:8][C@@H:9]([CH2:13][CH:14]=[CH2:15])[C:10]([O:12][CH:16]1[CH2:20][CH2:19][CH2:18][CH2:17]1)=[O:11])=[O:7])([CH3:4])([CH3:3])[CH3:2]. The yield is 0.820.